Dataset: Tyrosyl-DNA phosphodiesterase HTS with 341,365 compounds. Task: Binary Classification. Given a drug SMILES string, predict its activity (active/inactive) in a high-throughput screening assay against a specified biological target. (1) The molecule is S=C(N\N=C\c1c(OCCOc2ccccc2)ccc([N+]([O-])=O)c1)N. The result is 0 (inactive). (2) The molecule is O1C2=C(C3(c4c(N(C3=O)CC(=O)N)cccc4)C(=C1N)C#N)C(=O)CC(C2)(C)C. The result is 0 (inactive). (3) The molecule is S=C(Nc1c(OCC)cccc1)NC(=O)c1occc1. The result is 0 (inactive). (4) The compound is S=C(Nc1c(c([N+]([O-])=O)ccc1)C)NCc1ccc(F)cc1. The result is 0 (inactive). (5) The compound is S(=O)(=O)(NC1=NCCCCC1)c1cc(NC(=O)CN(Cc2ccc(C(C)(C)C)cc2)C)ccc1. The result is 0 (inactive). (6) The compound is O=C1N(C(=O)C2C1C1CC2C=C1)CC(=O)Nc1cc(ccc1)C(OCC)=O. The result is 0 (inactive). (7) The molecule is S(c1nc(nc2c1cccc2)C)CCC(O)=O. The result is 0 (inactive). (8) The drug is S1(=O)(=O)N=C(OCCCCCCNC(=O)C(=O)Nc2ccccc2)c2c1cccc2. The result is 0 (inactive).